Task: Regression. Given two drug SMILES strings and cell line genomic features, predict the synergy score measuring deviation from expected non-interaction effect.. Dataset: NCI-60 drug combinations with 297,098 pairs across 59 cell lines (1) Drug 1: CCC1=CC2CC(C3=C(CN(C2)C1)C4=CC=CC=C4N3)(C5=C(C=C6C(=C5)C78CCN9C7C(C=CC9)(C(C(C8N6C)(C(=O)OC)O)OC(=O)C)CC)OC)C(=O)OC.C(C(C(=O)O)O)(C(=O)O)O. Drug 2: C1CN1P(=S)(N2CC2)N3CC3. Cell line: CCRF-CEM. Synergy scores: CSS=53.2, Synergy_ZIP=-2.06, Synergy_Bliss=-1.66, Synergy_Loewe=-8.86, Synergy_HSA=0.0769. (2) Drug 1: C1CCC(CC1)NC(=O)N(CCCl)N=O. Drug 2: CCC(=C(C1=CC=CC=C1)C2=CC=C(C=C2)OCCN(C)C)C3=CC=CC=C3.C(C(=O)O)C(CC(=O)O)(C(=O)O)O. Cell line: K-562. Synergy scores: CSS=34.4, Synergy_ZIP=6.39, Synergy_Bliss=11.8, Synergy_Loewe=7.63, Synergy_HSA=9.62.